This data is from Full USPTO retrosynthesis dataset with 1.9M reactions from patents (1976-2016). The task is: Predict the reactants needed to synthesize the given product. (1) Given the product [OH:9][C:3]1[CH:4]=[CH:5][CH:6]=[C:7]2[C:2]=1[NH:1][C:10](=[O:18])[C:11](=[O:12])[NH:8]2, predict the reactants needed to synthesize it. The reactants are: [NH2:1][C:2]1[C:7]([NH2:8])=[CH:6][CH:5]=[CH:4][C:3]=1[OH:9].[C:10](N1C=CN=C1)(=[O:18])[C:11](N1C=CN=C1)=[O:12]. (2) Given the product [CH3:16][C:6]1[C:5]2[CH:17]=[C:18]([C:29]([F:32])([F:31])[F:30])[CH:2]=[CH:3][C:4]=2[S:8][C:7]=1/[CH:9]=[CH:10]/[C:11]([O:13][CH2:14][CH3:15])=[O:12], predict the reactants needed to synthesize it. The reactants are: Br[C:2]1[CH:18]=[CH:17][C:5]2[C:6]([CH3:16])=[C:7](/[CH:9]=[CH:10]/[C:11]([O:13][CH2:14][CH3:15])=[O:12])[S:8][C:4]=2[CH:3]=1.CC1C2C=C([C:29]([F:32])([F:31])[F:30])C=CC=2SC=1C=O. (3) Given the product [S:10]1[CH:14]=[CH:13][CH:12]=[C:11]1[CH2:15][NH:16][C:7]([CH:1]1[CH2:6][CH2:5][CH2:4][CH2:3][CH2:2]1)=[O:8], predict the reactants needed to synthesize it. The reactants are: [CH:1]1([C:7](Cl)=[O:8])[CH2:6][CH2:5][CH2:4][CH2:3][CH2:2]1.[S:10]1[CH:14]=[CH:13][CH:12]=[C:11]1[CH2:15][NH2:16]. (4) Given the product [CH:1]1([CH2:4][O:5][C:6]2[CH:11]=[CH:10][C:9]([C:12]3[O:13][C:14]4[C:20]([F:21])=[C:19]([O:22][CH2:25][C@@H:26]([NH:28][C:29](=[O:35])[CH3:36])[CH3:27])[CH:18]=[CH:17][C:15]=4[N:16]=3)=[CH:8][C:7]=2[F:23])[CH2:2][CH2:3]1, predict the reactants needed to synthesize it. The reactants are: [CH:1]1([CH2:4][O:5][C:6]2[CH:11]=[CH:10][C:9]([C:12]3[O:13][C:14]4[C:20]([F:21])=[C:19]([OH:22])[CH:18]=[CH:17][C:15]=4[N:16]=3)=[CH:8][C:7]=2[F:23])[CH2:3][CH2:2]1.O[CH2:25][C@@H:26]([NH:28][C:29](=[O:35])OC(C)(C)C)[CH3:27].[C:36]1(P(C2C=CC=CC=2)C2C=CC=CC=2)C=CC=CC=1.C1(C)C=CC=CC=1.N(C(OC(C)C)=O)=NC(OC(C)C)=O.Cl.C(OCC)(=O)C. (5) The reactants are: C(C1N=C(N2CCC(F)(F)C2)C2N=NN(CC)C=2N=1)(C)(C)C.[C:23]([C:27]1[N:28]=[C:29]([N:36]2[CH2:40][CH2:39][C:38]([F:42])([F:41])[CH2:37]2)[C:30]2[N:35]=[N:34][NH:33][C:31]=2[N:32]=1)([CH3:26])([CH3:25])[CH3:24].Br[CH2:44][C:45]([C:47]1[CH:52]=[CH:51][CH:50]=[C:49]([Cl:53])[CH:48]=1)=[O:46]. Given the product [C:23]([C:27]1[N:28]=[C:29]([N:36]2[CH2:40][CH2:39][C:38]([F:41])([F:42])[CH2:37]2)[C:30]2[N:35]=[N:34][N:33]([CH2:44][C:45]([C:47]3[CH:52]=[CH:51][CH:50]=[C:49]([Cl:53])[CH:48]=3)=[O:46])[C:31]=2[N:32]=1)([CH3:26])([CH3:24])[CH3:25], predict the reactants needed to synthesize it. (6) Given the product [CH2:1]([O:8][C:9]1[C:17]2[C:12](=[CH:13][CH:14]=[CH:15][CH:16]=2)[N:11]([CH2:18][C:19]2[O:23][C:22]([C:24]([N:41]3[CH2:42][CH2:43][N:38]([CH3:37])[CH2:39][CH2:40]3)=[O:26])=[CH:21][CH:20]=2)[N:10]=1)[C:2]1[CH:3]=[CH:4][CH:5]=[CH:6][CH:7]=1, predict the reactants needed to synthesize it. The reactants are: [CH2:1]([O:8][C:9]1[C:17]2[C:12](=[CH:13][CH:14]=[CH:15][CH:16]=2)[N:11]([CH2:18][C:19]2[O:23][C:22]([C:24]([OH:26])=O)=[CH:21][CH:20]=2)[N:10]=1)[C:2]1[CH:7]=[CH:6][CH:5]=[CH:4][CH:3]=1.C1C=CC2N(O)N=NC=2C=1.[CH3:37][N:38]1[CH2:43][CH2:42][NH:41][CH2:40][CH2:39]1.CCN=C=NCCCN(C)C.